From a dataset of Forward reaction prediction with 1.9M reactions from USPTO patents (1976-2016). Predict the product of the given reaction. (1) Given the reactants [Na].[CH3:2][O:3][C:4](=[O:25])[CH2:5][N:6]1[C:14](=[O:15])[C:13]2[C:8](=[CH:9][CH:10]=[C:11]([O:16][C:17]3[CH:22]=[CH:21][C:20]([F:23])=[CH:19][CH:18]=3)[CH:12]=2)[C:7]1=[O:24].Cl.[CH2:27](O)[CH2:28][CH2:29]C, predict the reaction product. The product is: [CH2:2]([O:3][C:4]([C:5]1[N:6]=[C:14]([OH:15])[C:13]2[C:8]([C:7]=1[OH:24])=[CH:9][CH:10]=[C:11]([O:16][C:17]1[CH:22]=[CH:21][C:20]([F:23])=[CH:19][CH:18]=1)[CH:12]=2)=[O:25])[CH2:27][CH2:28][CH3:29]. (2) Given the reactants Cl[C:2]1[C:11]2[C:6](=[CH:7][CH:8]=[C:9]([C:12]#[N:13])[CH:10]=2)[CH:5]=[N:4][CH:3]=1.CC1(C)C(C)(C)OB([C:22]2[CH:32]=[CH:31][C:25]3[NH:26][S:27](=[O:30])(=[O:29])[CH2:28][C:24]=3[CH:23]=2)O1.C(Cl)Cl.C(=O)([O-])[O-].[Na+].[Na+].O, predict the reaction product. The product is: [O:29]=[S:27]1(=[O:30])[CH2:28][C:24]2[CH:23]=[C:22]([C:2]3[C:11]4[C:6](=[CH:7][CH:8]=[C:9]([C:12]#[N:13])[CH:10]=4)[CH:5]=[N:4][CH:3]=3)[CH:32]=[CH:31][C:25]=2[NH:26]1. (3) Given the reactants [Cl:1][C:2]1[CH:7]=[CH:6][CH:5]=[CH:4][C:3]=1[C:8]1[CH:19]=[C:18]2[C:14]([CH:15]=[C:16]([CH:25]=[O:26])[N:17]2[CH2:20][CH2:21][CH2:22][O:23][CH3:24])=[C:13]2[C:9]=1[C:10](=[O:28])[NH:11][C:12]2=[O:27].S(C)C, predict the reaction product. The product is: [Cl:1][C:2]1[CH:7]=[CH:6][CH:5]=[CH:4][C:3]=1[C:8]1[CH:19]=[C:18]2[C:14]([CH:15]=[C:16]([CH2:25][OH:26])[N:17]2[CH2:20][CH2:21][CH2:22][O:23][CH3:24])=[C:13]2[C:9]=1[C:10](=[O:28])[NH:11][C:12]2=[O:27]. (4) Given the reactants [N+:1]([C:4]1[CH:9]=[CH:8][C:7]([C:10](=O)[CH:11]=[CH:12][C:13]2[CH:18]=[CH:17][CH:16]=[CH:15][N:14]=2)=[CH:6][CH:5]=1)([O-])=O, predict the reaction product. The product is: [NH2:1][C:4]1[CH:9]=[CH:8][C:7]([C@H:10]2[N:14]3[C@@H:13]([CH2:18][CH2:17][CH2:16][CH2:15]3)[CH2:12][CH2:11]2)=[CH:6][CH:5]=1. (5) Given the reactants [F:1][C:2]1[C:7]([O:8][C:9]2[CH:14]=[CH:13][CH:12]=[CH:11][CH:10]=2)=[CH:6][CH:5]=[CH:4][C:3]=1[C:15](Cl)=[O:16].[NH3:18], predict the reaction product. The product is: [F:1][C:2]1[C:7]([O:8][C:9]2[CH:14]=[CH:13][CH:12]=[CH:11][CH:10]=2)=[CH:6][CH:5]=[CH:4][C:3]=1[C:15]([NH2:18])=[O:16]. (6) Given the reactants [NH2:1][C:2]1[O:3][CH2:4][C:5]2([N:22]=1)[C:18]1([CH3:19])[CH:13]([CH2:14][CH2:15][CH:16]([OH:20])[CH2:17]1)[O:12][C:11]1[C:6]2=[CH:7][C:8](Br)=[CH:9][CH:10]=1.[Cl:23][C:24]1[CH:25]=[C:26](B(O)O)[CH:27]=[N:28][CH:29]=1.C([O-])([O-])=O.[Na+].[Na+], predict the reaction product. The product is: [NH2:1][C:2]1[O:3][CH2:4][C:5]2([N:22]=1)[C:18]1([CH3:19])[CH:13]([CH2:14][CH2:15][CH:16]([OH:20])[CH2:17]1)[O:12][C:11]1[C:6]2=[CH:7][C:8]([C:26]2[CH:27]=[N:28][CH:29]=[C:24]([Cl:23])[CH:25]=2)=[CH:9][CH:10]=1. (7) Given the reactants [F:1][C:2]1[CH:7]=[CH:6][CH:5]=[CH:4][C:3]=1[SH:8].Cl[C:10]1[C:19]2[C:14](=[CH:15][C:16]([O:20][CH3:21])=[CH:17][CH:18]=2)[CH:13]=[C:12]([NH:22][C:23]2[CH:27]=[C:26]([CH3:28])[NH:25][N:24]=2)[N:11]=1, predict the reaction product. The product is: [F:1][C:2]1[CH:7]=[CH:6][CH:5]=[CH:4][C:3]=1[S:8][C:10]1[C:19]2[C:14](=[CH:15][C:16]([O:20][CH3:21])=[CH:17][CH:18]=2)[CH:13]=[C:12]([NH:22][C:23]2[CH:27]=[C:26]([CH3:28])[NH:25][N:24]=2)[N:11]=1. (8) Given the reactants [CH3:1][C:2]1[N:7]=[CH:6][C:5]([CH:8]=[O:9])=[CH:4][N:3]=1.[CH3:10][Mg]Br, predict the reaction product. The product is: [CH3:1][C:2]1[N:7]=[CH:6][C:5]([CH:8]([OH:9])[CH3:10])=[CH:4][N:3]=1. (9) The product is: [C:34]([N:1]1[CH2:6][CH2:5][CH2:4][CH2:3][CH:2]1[CH:7]1[CH2:11][CH2:10][N:9]([CH2:12][CH2:13][C:14]2[CH:19]=[CH:18][CH:17]=[CH:16][C:15]=2[N:20]2[CH2:25][CH2:24][CH2:23][CH2:22][C:21]2=[O:26])[CH2:8]1)(=[O:36])[CH3:35]. Given the reactants [NH:1]1[CH2:6][CH2:5][CH2:4][CH2:3][CH:2]1[CH:7]1[CH2:11][CH2:10][N:9]([CH2:12][CH2:13][C:14]2[CH:19]=[CH:18][CH:17]=[CH:16][C:15]=2[N:20]2[CH2:25][CH2:24][CH2:23][CH2:22][C:21]2=[O:26])[CH2:8]1.C(N(CC)CC)C.[C:34](OC(=O)C)(=[O:36])[CH3:35], predict the reaction product.